This data is from NCI-60 drug combinations with 297,098 pairs across 59 cell lines. The task is: Regression. Given two drug SMILES strings and cell line genomic features, predict the synergy score measuring deviation from expected non-interaction effect. (1) Drug 1: CNC(=O)C1=NC=CC(=C1)OC2=CC=C(C=C2)NC(=O)NC3=CC(=C(C=C3)Cl)C(F)(F)F. Drug 2: CC12CCC3C(C1CCC2OP(=O)(O)O)CCC4=C3C=CC(=C4)OC(=O)N(CCCl)CCCl.[Na+]. Cell line: OVCAR-4. Synergy scores: CSS=0.000500, Synergy_ZIP=1.30, Synergy_Bliss=2.12, Synergy_Loewe=-11.1, Synergy_HSA=-5.19. (2) Drug 1: C1=CC=C(C(=C1)C(C2=CC=C(C=C2)Cl)C(Cl)Cl)Cl. Drug 2: CC1=C(C=C(C=C1)C(=O)NC2=CC(=CC(=C2)C(F)(F)F)N3C=C(N=C3)C)NC4=NC=CC(=N4)C5=CN=CC=C5. Cell line: MCF7. Synergy scores: CSS=2.29, Synergy_ZIP=-1.37, Synergy_Bliss=-1.75, Synergy_Loewe=-2.04, Synergy_HSA=-1.69. (3) Drug 1: CN1CCC(CC1)COC2=C(C=C3C(=C2)N=CN=C3NC4=C(C=C(C=C4)Br)F)OC. Drug 2: CC=C1C(=O)NC(C(=O)OC2CC(=O)NC(C(=O)NC(CSSCCC=C2)C(=O)N1)C(C)C)C(C)C. Cell line: NCI/ADR-RES. Synergy scores: CSS=8.15, Synergy_ZIP=-1.46, Synergy_Bliss=-0.155, Synergy_Loewe=0.191, Synergy_HSA=-0.300. (4) Drug 1: CC1=C(C(=O)C2=C(C1=O)N3CC4C(C3(C2COC(=O)N)OC)N4)N. Drug 2: N.N.Cl[Pt+2]Cl. Cell line: NCI/ADR-RES. Synergy scores: CSS=47.0, Synergy_ZIP=-12.9, Synergy_Bliss=-6.70, Synergy_Loewe=-1.62, Synergy_HSA=-1.09.